This data is from Catalyst prediction with 721,799 reactions and 888 catalyst types from USPTO. The task is: Predict which catalyst facilitates the given reaction. (1) Reactant: [F:1][C:2]1[CH:3]=[C:4]([C@H:10]2[CH2:14][CH2:13][CH2:12][N:11]2[C:15]2[CH:20]=[CH:19][N:18]3[N:21]=[CH:22][C:23]([C:24]([OH:26])=O)=[C:17]3[N:16]=2)[C:5]([O:8][CH3:9])=[N:6][CH:7]=1.CCN=C=NCCCN(C)C.C1C=CC2N(O)N=NC=2C=1.O.Br.[Br:50][CH2:51][C:52]([CH3:56])([CH3:55])[CH2:53][NH2:54].C(N(CC)CC)C. Product: [Br:50][CH2:51][C:52]([CH3:56])([CH3:55])[CH2:53][NH:54][C:24]([C:23]1[CH:22]=[N:21][N:18]2[CH:19]=[CH:20][C:15]([N:11]3[CH2:12][CH2:13][CH2:14][C@@H:10]3[C:4]3[C:5]([O:8][CH3:9])=[N:6][CH:7]=[C:2]([F:1])[CH:3]=3)=[N:16][C:17]=12)=[O:26]. The catalyst class is: 3. (2) Reactant: Br[C:2]1[CH:7]=[CH:6][C:5]([CH:8]([NH:10][C:11](=[O:17])[O:12][C:13]([CH3:16])([CH3:15])[CH3:14])[CH3:9])=[CH:4][CH:3]=1.C([Li])CCC.C(N(CC)[C:26](=[O:31])[C:27]([F:30])([F:29])[F:28])C. Product: [F:28][C:27]([F:30])([F:29])[C:26]([C:2]1[CH:7]=[CH:6][C:5]([CH:8]([NH:10][C:11](=[O:17])[O:12][C:13]([CH3:16])([CH3:15])[CH3:14])[CH3:9])=[CH:4][CH:3]=1)=[O:31]. The catalyst class is: 1. (3) The catalyst class is: 46. Product: [C:11]([O:10][C:4]([C:5]1[C:16]([CH3:17])=[N:15][O:7][C:6]=1[C:8]1[CH:24]=[CH:25][C:26]([CH2:27][Cl:29])=[CH:30][CH:31]=1)=[O:9])([CH3:14])([CH3:13])[CH3:12]. Reactant: [Mg+2].[Cl-].[Cl-].[C:4]([O:10][C:11]([CH3:14])([CH3:13])[CH3:12])(=[O:9])[CH2:5][C:6]([CH3:8])=[O:7].[N:15]1C=CC=[CH:17][CH:16]=1.ClCC1[CH:31]=[CH:30][C:26]([C:27]([Cl:29])=O)=[CH:25][CH:24]=1.NO.Cl. (4) Reactant: [C:1]([O:5][C:6]([N:8]([CH3:14])[C@@H:9]([CH3:13])[C:10]([OH:12])=O)=[O:7])([CH3:4])([CH3:3])[CH3:2].[CH2:15](Cl)CCl.C1C=N[C:22]2N(O)N=N[C:21]=2[CH:20]=1.C[N:30]1[CH2:35][CH2:34][O:33]CC1.[C@H:36]1([NH:46][C:47]([C@H:49]2[NH:53][CH2:52][C@@H:51]([NH:54][C:55](=[O:71])[O:56][CH2:57][CH:58]3[C:70]4[CH:69]=[CH:68][CH:67]=[CH:66][C:65]=4[C:64]4[C:59]3=[CH:60][CH:61]=[CH:62][CH:63]=4)[CH2:50]2)=[O:48])[C:45]2[C:40](=[CH:41][CH:42]=[CH:43][CH:44]=2)[CH2:39][CH2:38][CH2:37]1. Product: [CH:60]1[C:59]2[CH:58]([CH2:57][O:56][C:55]([NH:54][C@@H:51]3[CH2:52][N:53]([C:34](=[O:33])[C@@H:35]([NH:30][C:10](=[O:12])[C@@H:9]([N:8]([CH3:14])[C:6](=[O:7])[O:5][C:1]([CH3:2])([CH3:3])[CH3:4])[CH3:13])[C:21]([CH3:20])([CH3:22])[CH3:15])[C@H:49]([C:47](=[O:48])[NH:46][C@H:36]4[C:45]5[C:40](=[CH:41][CH:42]=[CH:43][CH:44]=5)[CH2:39][CH2:38][CH2:37]4)[CH2:50]3)=[O:71])[C:70]3[C:65](=[CH:66][CH:67]=[CH:68][CH:69]=3)[C:64]=2[CH:63]=[CH:62][CH:61]=1. The catalyst class is: 18. (5) Reactant: [CH3:1][C:2](C)([O-])C.[Na+].CN(C)C=O.[CH2:12]([O:19][C:20]1[CH:21]=[CH:22][C:23]2[NH:29][C:28](=[O:30])[CH2:27][C:26](=[O:31])[N:25]([CH3:32])[C:24]=2[CH:33]=1)[C:13]1[CH:18]=[CH:17][CH:16]=[CH:15][CH:14]=1.S(OCC)(OCC)(=O)=O. Product: [CH2:12]([O:19][C:20]1[CH:21]=[CH:22][C:23]2[N:29]([CH2:1][CH3:2])[C:28](=[O:30])[CH2:27][C:26](=[O:31])[N:25]([CH3:32])[C:24]=2[CH:33]=1)[C:13]1[CH:14]=[CH:15][CH:16]=[CH:17][CH:18]=1. The catalyst class is: 84. (6) Reactant: CCN(CC)CC.[CH2:8]([NH2:11])[CH2:9][OH:10].[CH3:12][C:13]([O:16][C:17](O[C:17]([O:16][C:13]([CH3:15])([CH3:14])[CH3:12])=[O:18])=[O:18])([CH3:15])[CH3:14]. Product: [C:13]([O:16][C:17](=[O:18])[NH:11][CH2:8][CH2:9][OH:10])([CH3:15])([CH3:14])[CH3:12]. The catalyst class is: 2. (7) Reactant: Cl.FC1C=C(C=CC=1)CN1C=C(C2C3C(=NC=C(C4C=CC(C5CCNCC5)=CC=4)C=3)N(S(C3C=CC(C)=CC=3)(=O)=O)C=2)C=N1.[F:46][C:47]1[CH:52]=[C:51]([C:53]2[CH:54]=[C:55]3[C:61]([C:62]4[C:63]([CH3:76])=[N:64][N:65]([CH2:68][C:69]5[CH:74]=[CH:73][CH:72]=[C:71]([F:75])[CH:70]=5)[C:66]=4[CH3:67])=[CH:60][N:59](S(C4C=CC(C)=CC=4)(=O)=O)[C:56]3=[N:57][CH:58]=2)[CH:50]=[CH:49][C:48]=1[CH:87]1[CH2:92][CH2:91][N:90]([C:93]([O:95][C:96]([CH3:99])([CH3:98])[CH3:97])=[O:94])[CH2:89][CH2:88]1.[OH-].[Li+]. Product: [F:46][C:47]1[CH:52]=[C:51]([C:53]2[CH:54]=[C:55]3[C:61]([C:62]4[C:63]([CH3:76])=[N:64][N:65]([CH2:68][C:69]5[CH:74]=[CH:73][CH:72]=[C:71]([F:75])[CH:70]=5)[C:66]=4[CH3:67])=[CH:60][NH:59][C:56]3=[N:57][CH:58]=2)[CH:50]=[CH:49][C:48]=1[CH:87]1[CH2:88][CH2:89][N:90]([C:93]([O:95][C:96]([CH3:99])([CH3:98])[CH3:97])=[O:94])[CH2:91][CH2:92]1. The catalyst class is: 87.